The task is: Predict the reactants needed to synthesize the given product.. This data is from Full USPTO retrosynthesis dataset with 1.9M reactions from patents (1976-2016). (1) Given the product [C:1]1([CH:7]([CH3:10])[CH2:8][O:9][C:12]2[N:13]=[C:14]([OH:22])[C:15]3[CH:21]=[CH:20][N:19]=[CH:18][C:16]=3[N:17]=2)[CH:6]=[CH:5][CH:4]=[CH:3][CH:2]=1, predict the reactants needed to synthesize it. The reactants are: [C:1]1([CH:7]([CH3:10])[CH2:8][OH:9])[CH:6]=[CH:5][CH:4]=[CH:3][CH:2]=1.Cl[C:12]1[N:13]=[C:14]([OH:22])[C:15]2[CH:21]=[CH:20][N:19]=[CH:18][C:16]=2[N:17]=1. (2) Given the product [NH:37]1[CH2:36][CH:35]([N:28]([CH2:27][CH2:26][N:23]2[C:16]3[N:17]=[C:18]([NH:21][CH3:22])[N:19]=[CH:20][C:15]=3[CH:14]=[C:13]([C:3]3[C:2]([Cl:1])=[C:7]([O:8][CH3:9])[CH:6]=[C:5]([O:10][CH3:11])[C:4]=3[Cl:12])[C:24]2=[O:25])[C:29](=[O:34])[C:30]([F:31])([F:33])[F:32])[CH2:38]1, predict the reactants needed to synthesize it. The reactants are: [Cl:1][C:2]1[C:7]([O:8][CH3:9])=[CH:6][C:5]([O:10][CH3:11])=[C:4]([Cl:12])[C:3]=1[C:13]1[C:24](=[O:25])[N:23]([CH2:26][CH2:27][N:28]([CH:35]2[CH2:38][N:37](C(OC(C)(C)C)=O)[CH2:36]2)[C:29](=[O:34])[C:30]([F:33])([F:32])[F:31])[C:16]2[N:17]=[C:18]([NH:21][CH3:22])[N:19]=[CH:20][C:15]=2[CH:14]=1.C(O)(C(F)(F)F)=O. (3) Given the product [OH:62][C:56]1([C:50]2[CH:55]=[CH:54][CH:53]=[CH:52][CH:51]=2)[CH2:61][CH2:60][N:59]([C:29]([C:28]2[C:24]([CH3:23])=[N:25][O:26][C:27]=2[CH2:32][C:33]([C:34]2[CH:39]=[CH:38][CH:37]=[CH:36][CH:35]=2)=[O:40])=[O:31])[CH2:58][CH2:57]1, predict the reactants needed to synthesize it. The reactants are: CN(C(ON1N=NC2C=CC=CC1=2)=[N+](C)C)C.[B-](F)(F)(F)F.[CH3:23][C:24]1[C:28]([C:29]([OH:31])=O)=[C:27]([CH2:32][C:33](=[O:40])[C:34]2[CH:39]=[CH:38][CH:37]=[CH:36][CH:35]=2)[O:26][N:25]=1.C(N(C(C)C)C(C)C)C.[C:50]1([C:56]2([OH:62])[CH2:61][CH2:60][NH:59][CH2:58][CH2:57]2)[CH:55]=[CH:54][CH:53]=[CH:52][CH:51]=1.